This data is from Full USPTO retrosynthesis dataset with 1.9M reactions from patents (1976-2016). The task is: Predict the reactants needed to synthesize the given product. (1) Given the product [CH3:11][C:12]1[C:16]2[C:17](=[O:30])[N:18]([CH2:22][CH2:23][N:24]3[CH2:29][CH2:28][CH2:27][CH2:26][CH2:25]3)[CH2:19][CH2:20][CH2:21][C:15]=2[NH:14][C:13]=1[CH:3]=[O:4], predict the reactants needed to synthesize it. The reactants are: CN(C)[CH:3]=[O:4].P(Cl)(Cl)(Cl)=O.[CH3:11][C:12]1[C:16]2[C:17](=[O:30])[N:18]([CH2:22][CH2:23][N:24]3[CH2:29][CH2:28][CH2:27][CH2:26][CH2:25]3)[CH2:19][CH2:20][CH2:21][C:15]=2[NH:14][CH:13]=1. (2) The reactants are: Br[C:2]1[CH:3]=[CH:4][CH:5]=[C:6]2[C:11]=1[N:10]=[C:9]([C:12]1[CH:17]=[CH:16][CH:15]=[CH:14][CH:13]=1)[CH:8]=[CH:7]2.C([Sn](CCCC)(CCCC)[C:23]([O:25][CH2:26][CH3:27])=[CH2:24])CCC. Given the product [CH2:26]([O:25][C:23]([C:2]1[CH:3]=[CH:4][CH:5]=[C:6]2[C:11]=1[N:10]=[C:9]([C:12]1[CH:17]=[CH:16][CH:15]=[CH:14][CH:13]=1)[CH:8]=[CH:7]2)=[CH2:24])[CH3:27], predict the reactants needed to synthesize it. (3) Given the product [F:2][C:3]1[CH:8]=[C:7]([N:9]2[CH2:13][C@H:12]([CH2:14][NH:15][C:16](=[O:18])[CH3:17])[O:11][C:10]2=[O:19])[CH:6]=[CH:5][C:4]=1[C:20]1[CH:25]=[CH:24][C:23]([CH2:26][NH:27][CH2:28][C:29]2[N:30]=[N:31][NH:32][CH:33]=2)=[CH:22][CH:21]=1, predict the reactants needed to synthesize it. The reactants are: Cl.[F:2][C:3]1[CH:8]=[C:7]([N:9]2[CH2:13][C@H:12]([CH2:14][NH:15][C:16](=[O:18])[CH3:17])[O:11][C:10]2=[O:19])[CH:6]=[CH:5][C:4]=1[C:20]1[CH:25]=[CH:24][C:23]([CH2:26][NH:27][CH2:28][C:29]2[N:30]=[N:31][N:32](CC3C=CC(OC)=CC=3)[CH:33]=2)=[CH:22][CH:21]=1. (4) Given the product [NH:3]1[CH2:2][CH2:7][O:6][C:5]2[N:8]=[CH:9][C:10]([C:12]([O:14][CH3:15])=[O:13])=[CH:11][C:4]1=2, predict the reactants needed to synthesize it. The reactants are: O=[C:2]1[CH2:7][O:6][C:5]2[N:8]=[CH:9][C:10]([C:12]([O:14][CH3:15])=[O:13])=[CH:11][C:4]=2[NH:3]1. (5) Given the product [Cl:1][C:2]1[CH:14]=[C:13]2[C:5]([C:6]3[CH:7]=[CH:8][N:9]=[CH:10][C:11]=3[N:12]2[N+:16]([O-:18])=[O:17])=[CH:4][CH:3]=1, predict the reactants needed to synthesize it. The reactants are: [Cl:1][C:2]1[CH:14]=[C:13]2[C:5]([C:6]3[CH:7]=[CH:8][N:9]=[CH:10][C:11]=3[NH:12]2)=[CH:4][CH:3]=1.O.[N+:16]([O-])([OH:18])=[O:17]. (6) Given the product [CH3:17][Si:18]([CH3:20])([CH3:19])[CH2:21][CH2:22][O:23][CH2:24][N:1]1[C:5]2[CH2:6][O:7][CH2:8][CH2:9][C:4]=2[C:3]([C:10]([O:12][CH2:13][CH3:14])=[O:11])=[N:2]1, predict the reactants needed to synthesize it. The reactants are: [NH:1]1[C:5]2[CH2:6][O:7][CH2:8][CH2:9][C:4]=2[C:3]([C:10]([O:12][CH2:13][CH3:14])=[O:11])=[N:2]1.[H-].[Na+].[CH3:17][Si:18]([CH2:21][CH2:22][O:23][CH2:24]Cl)([CH3:20])[CH3:19]. (7) Given the product [CH3:33][O:34][CH2:35][C:36]([NH:1][C@H:2]1[CH2:7][CH2:6][C@H:5]([NH:8][C:9]([C:11]2[C:15]3[N:16]=[CH:17][N:18]=[C:19]([C:20]4[CH:25]=[CH:24][C:23]([O:26][CH3:27])=[CH:22][C:21]=4[O:28][CH2:29][CH2:30][O:31][CH3:32])[C:14]=3[NH:13][CH:12]=2)=[O:10])[CH2:4][CH2:3]1)=[O:37], predict the reactants needed to synthesize it. The reactants are: [NH2:1][C@H:2]1[CH2:7][CH2:6][C@H:5]([NH:8][C:9]([C:11]2[C:15]3[N:16]=[CH:17][N:18]=[C:19]([C:20]4[CH:25]=[CH:24][C:23]([O:26][CH3:27])=[CH:22][C:21]=4[O:28][CH2:29][CH2:30][O:31][CH3:32])[C:14]=3[NH:13][CH:12]=2)=[O:10])[CH2:4][CH2:3]1.[CH3:33][O:34][CH2:35][C:36](Cl)=[O:37].